Dataset: NCI-60 drug combinations with 297,098 pairs across 59 cell lines. Task: Regression. Given two drug SMILES strings and cell line genomic features, predict the synergy score measuring deviation from expected non-interaction effect. (1) Drug 1: COC1=NC(=NC2=C1N=CN2C3C(C(C(O3)CO)O)O)N. Drug 2: B(C(CC(C)C)NC(=O)C(CC1=CC=CC=C1)NC(=O)C2=NC=CN=C2)(O)O. Cell line: SNB-75. Synergy scores: CSS=5.75, Synergy_ZIP=-0.0513, Synergy_Bliss=-0.794, Synergy_Loewe=-53.8, Synergy_HSA=-0.0919. (2) Cell line: NCI/ADR-RES. Drug 2: C1=CC=C(C(=C1)C(C2=CC=C(C=C2)Cl)C(Cl)Cl)Cl. Drug 1: C1C(C(OC1N2C=C(C(=O)NC2=O)F)CO)O. Synergy scores: CSS=11.1, Synergy_ZIP=-0.807, Synergy_Bliss=3.04, Synergy_Loewe=-9.16, Synergy_HSA=1.11.